The task is: Binary Classification. Given a T-cell receptor sequence (or CDR3 region) and an epitope sequence, predict whether binding occurs between them.. This data is from TCR-epitope binding with 47,182 pairs between 192 epitopes and 23,139 TCRs. (1) The epitope is GLNKIVRMY. The TCR CDR3 sequence is CASSSPGVSGTDTQYF. Result: 0 (the TCR does not bind to the epitope). (2) The TCR CDR3 sequence is CASSPPMPGRNEAFF. Result: 0 (the TCR does not bind to the epitope). The epitope is MLNIPSINV. (3) The epitope is GLCTLVAML. The TCR CDR3 sequence is CASSLQTGLNTEAFF. Result: 0 (the TCR does not bind to the epitope). (4) The epitope is NLDSKVGGNY. The TCR CDR3 sequence is CASSPGGWVTEAFF. Result: 0 (the TCR does not bind to the epitope). (5) The epitope is EIYKRWII. The TCR CDR3 sequence is CASSQEYRASYEQYF. Result: 0 (the TCR does not bind to the epitope). (6) The epitope is QARQMVQAMRTIGTHP. The TCR CDR3 sequence is CASSYSFLVSGSTEAFF. Result: 1 (the TCR binds to the epitope). (7) The epitope is QASQEVKNW. The TCR CDR3 sequence is CASSQQGLNTEAFF. Result: 0 (the TCR does not bind to the epitope). (8) Result: 1 (the TCR binds to the epitope). The TCR CDR3 sequence is CASSYSEGLADGYTF. The epitope is AYAQKIFKI.